This data is from Forward reaction prediction with 1.9M reactions from USPTO patents (1976-2016). The task is: Predict the product of the given reaction. (1) Given the reactants [NH2:1][C:2]1[C:3]([C:12]([NH:14][C@@H:15]([CH:24]2[CH2:29][CH2:28][CH2:27][CH2:26][CH2:25]2)[CH2:16][C:17]([O:19][C:20]([CH3:23])([CH3:22])[CH3:21])=[O:18])=[O:13])=[CH:4][C:5]2[C:10]([CH:11]=1)=[CH:9][CH:8]=[CH:7][CH:6]=2.[N:30]([C:33]1[C:38]([CH3:39])=[CH:37][C:36]([CH3:40])=[CH:35][C:34]=1[CH3:41])=[C:31]=[O:32], predict the reaction product. The product is: [CH:24]1([C@H:15]([NH:14][C:12]([C:3]2[C:2]([NH:1][C:31]([NH:30][C:33]3[C:34]([CH3:41])=[CH:35][C:36]([CH3:40])=[CH:37][C:38]=3[CH3:39])=[O:32])=[CH:11][C:10]3[C:5](=[CH:6][CH:7]=[CH:8][CH:9]=3)[CH:4]=2)=[O:13])[CH2:16][C:17]([O:19][C:20]([CH3:22])([CH3:23])[CH3:21])=[O:18])[CH2:25][CH2:26][CH2:27][CH2:28][CH2:29]1. (2) Given the reactants Br[CH:2]1[NH:7][CH2:6][CH2:5][N:4]([C:8]2[CH:13]=[CH:12][C:11]([Cl:14])=[CH:10][CH:9]=2)[CH2:3]1.[CH3:15][C:16]([CH3:20])([CH3:19])[CH:17]=[O:18].[CH3:21][N:22]1[CH2:27][CH2:26][NH:25][CH2:24][CH2:23]1, predict the reaction product. The product is: [CH3:15][C:16]([CH3:20])([C:17]([N:7]1[CH2:6][CH2:5][N:4]([C:8]2[CH:13]=[CH:12][C:11]([Cl:14])=[CH:10][CH:9]=2)[CH2:3][CH2:2]1)=[O:18])[CH2:19][N:25]1[CH2:26][CH2:27][N:22]([CH3:21])[CH2:23][CH2:24]1. (3) Given the reactants [CH2:1]=[CH:2][CH2:3][C@@H:4]([NH:8][C:9]([O:11][CH2:12][CH:13]1[C:25]2[C:20](=[CH:21][CH:22]=[CH:23][CH:24]=2)[C:19]2[C:14]1=[CH:15][CH:16]=[CH:17][CH:18]=2)=[O:10])[C:5]([O-])=[O:6].[NH2:26][C@H:27]([C:30]1[CH:35]=[CH:34][CH:33]=[CH:32][CH:31]=1)[CH2:28][OH:29], predict the reaction product. The product is: [OH:29][CH2:28][C@H:27]([NH:26][C:5](=[O:6])[C@H:4]([NH:8][C:9](=[O:10])[O:11][CH2:12][CH:13]1[C:14]2[CH:15]=[CH:16][CH:17]=[CH:18][C:19]=2[C:20]2[C:25]1=[CH:24][CH:23]=[CH:22][CH:21]=2)[CH2:3][CH:2]=[CH2:1])[C:30]1[CH:35]=[CH:34][CH:33]=[CH:32][CH:31]=1. (4) The product is: [O:1]=[C:2]1[NH:7][C:6](=[O:8])[CH:5]=[CH:4][N:3]1[CH2:10][C:11]([O:13][CH2:14][C:15]1[CH:20]=[CH:19][CH:18]=[CH:17][CH:16]=1)=[O:12]. Given the reactants [O:1]=[C:2]1[NH:7][C:6](=[O:8])[CH:5]=[CH:4][NH:3]1.Br[CH2:10][C:11]([O:13][CH2:14][C:15]1[CH:20]=[CH:19][CH:18]=[CH:17][CH:16]=1)=[O:12].C(=O)([O-])[O-].[K+].[K+].O, predict the reaction product. (5) Given the reactants C(CCCC[C:8]1[CH:9]=[C:10](/[C:14](=[CH:48]\[CH:49]=[C:50]2/[C:51]([CH3:69])([CH3:68])[C:52]3[C:53](=[N:67]/2)[N:54]([CH2:59][CH2:60][CH2:61][CH2:62][S:63]([O-:66])(=[O:65])=[O:64])[CH:55]=[C:56]([Cl:58])[CH:57]=3)/[CH:15]=[CH:16]/[C:17]2[C:25]([CH3:27])([CH3:26])[C:24]3[C:23]4[CH:28]=[C:29]([S:36]([O-:39])(=[O:38])=[O:37])[CH:30]=[C:31]([S:32]([O-:35])(=[O:34])=[O:33])[C:22]=4[CH:21]=[CH:20][C:19]=3[N+:18]=2[CH2:40][CH2:41][CH2:42][CH2:43][S:44]([O-:47])(=[O:46])=[O:45])[CH:11]=[CH:12][CH:13]=1)(O)=O.[Na+:70].[Na+].[Na+].[OH:73][CH2:74][CH2:75][CH2:76][CH2:77][O:78]C1C=C(B(O)O)C=CC=1, predict the reaction product. The product is: [Cl:58][C:56]1[CH:57]=[C:52]2[C:51]([CH3:69])([CH3:68])/[C:50](=[CH:49]\[CH:48]=[C:14](/[C:10]3[CH:11]=[CH:12][CH:13]=[C:8]([O:73][CH2:74][CH2:75][CH2:76][CH2:77][OH:78])[CH:9]=3)\[CH:15]=[CH:16]\[C:17]3[C:25]([CH3:26])([CH3:27])[C:24]4[C:23]5[CH:28]=[C:29]([S:36]([O-:39])(=[O:37])=[O:38])[CH:30]=[C:31]([S:32]([O-:35])(=[O:33])=[O:34])[C:22]=5[CH:21]=[CH:20][C:19]=4[N+:18]=3[CH2:40][CH2:41][CH2:42][CH2:43][S:44]([O-:47])(=[O:45])=[O:46])/[N:67]=[C:53]2[N:54]([CH2:59][CH2:60][CH2:61][CH2:62][S:63]([O-:66])(=[O:65])=[O:64])[CH:55]=1.[Na+:70].[Na+:70].[Na+:70].